This data is from Reaction yield outcomes from USPTO patents with 853,638 reactions. The task is: Predict the reaction yield, written as a fraction of the theoretical maximum amount of product (1.0 means a 100% yield; for example, 0.34 means a 34% yield). The reactants are [OH:1][C:2]1[CH:7]=[C:6]([O:8][CH3:9])[CH:5]=[CH:4][C:3]=1[NH:10][C:11](=[O:14])[CH2:12][CH3:13].Cl.CN(C)C=O.C1C=C([Cl:27])C=C(C(OO)=O)C=1. The catalyst is CN(C=O)C. The product is [Cl:27][C:5]1[C:6]([O:8][CH3:9])=[CH:7][C:2]([OH:1])=[C:3]([NH:10][C:11](=[O:14])[CH2:12][CH3:13])[CH:4]=1. The yield is 0.710.